This data is from NCI-60 drug combinations with 297,098 pairs across 59 cell lines. The task is: Regression. Given two drug SMILES strings and cell line genomic features, predict the synergy score measuring deviation from expected non-interaction effect. (1) Drug 1: C1=NC2=C(N=C(N=C2N1C3C(C(C(O3)CO)O)O)F)N. Drug 2: C1=NNC2=C1C(=O)NC=N2. Cell line: SW-620. Synergy scores: CSS=-3.79, Synergy_ZIP=1.33, Synergy_Bliss=0.765, Synergy_Loewe=-1.09, Synergy_HSA=-1.98. (2) Drug 1: C1=CC(=CC=C1C#N)C(C2=CC=C(C=C2)C#N)N3C=NC=N3. Drug 2: CC1=C2C(C(=O)C3(C(CC4C(C3C(C(C2(C)C)(CC1OC(=O)C(C(C5=CC=CC=C5)NC(=O)C6=CC=CC=C6)O)O)OC(=O)C7=CC=CC=C7)(CO4)OC(=O)C)O)C)OC(=O)C. Cell line: DU-145. Synergy scores: CSS=12.7, Synergy_ZIP=8.85, Synergy_Bliss=1.94, Synergy_Loewe=-25.5, Synergy_HSA=-4.70. (3) Drug 1: CCCS(=O)(=O)NC1=C(C(=C(C=C1)F)C(=O)C2=CNC3=C2C=C(C=N3)C4=CC=C(C=C4)Cl)F. Drug 2: CC1OCC2C(O1)C(C(C(O2)OC3C4COC(=O)C4C(C5=CC6=C(C=C35)OCO6)C7=CC(=C(C(=C7)OC)O)OC)O)O. Cell line: MALME-3M. Synergy scores: CSS=54.6, Synergy_ZIP=1.80, Synergy_Bliss=3.52, Synergy_Loewe=-8.94, Synergy_HSA=6.10.